From a dataset of Full USPTO retrosynthesis dataset with 1.9M reactions from patents (1976-2016). Predict the reactants needed to synthesize the given product. (1) Given the product [Cl:38][C:29]1[C:30]([C:34]([F:35])([F:36])[F:37])=[CH:31][CH:32]=[CH:33][C:28]=1[CH2:27][N:15]1[C:16](=[O:24])[C:17]([C:19]([O:21][CH2:22][CH3:23])=[O:20])=[CH:18][N:13]([C:11]2[CH:10]=[CH:9][C:8]3[N:4]([CH:1]([CH3:2])[CH3:3])[CH:5]=[N:6][C:7]=3[CH:12]=2)[C:14]1=[O:25], predict the reactants needed to synthesize it. The reactants are: [CH:1]([N:4]1[C:8]2[CH:9]=[CH:10][C:11]([N:13]3[CH:18]=[C:17]([C:19]([O:21][CH2:22][CH3:23])=[O:20])[C:16](=[O:24])[NH:15][C:14]3=[O:25])=[CH:12][C:7]=2[N:6]=[CH:5]1)([CH3:3])[CH3:2].Br[CH2:27][C:28]1[CH:33]=[CH:32][CH:31]=[C:30]([C:34]([F:37])([F:36])[F:35])[C:29]=1[Cl:38]. (2) Given the product [C:1]([C:5]1[N:6]=[C:7]([N:22]2[CH2:27][CH2:26][CH2:24][CH:23]2[C:47]2[CH:42]=[CH:41][N:38]([CH3:36])[N:39]=2)[C:8]2[N:13]=[N:12][N:11]([CH2:14][C:15]3[CH:20]=[CH:19][CH:18]=[CH:17][C:16]=3[Cl:21])[C:9]=2[N:10]=1)([CH3:4])([CH3:3])[CH3:2], predict the reactants needed to synthesize it. The reactants are: [C:1]([C:5]1[N:6]=[C:7]([N:22]2[CH2:27][CH2:26]O[CH2:24][CH2:23]2)[C:8]2[N:13]=[N:12][N:11]([CH2:14][C:15]3[CH:20]=[CH:19][CH:18]=[CH:17][C:16]=3[Cl:21])[C:9]=2[N:10]=1)([CH3:4])([CH3:3])[CH3:2].C(C1N=C(Cl)C2N=[N:39][N:38]([CH2:41][C:42]3[CH:47]=CC=CC=3Cl)[C:36]=2N=1)(C)(C)C.CN1C=CC(C2CCCN2)=N1. (3) Given the product [F:22][C:23]1[C:28]([F:29])=[CH:27][CH:26]=[CH:25][C:24]=1[C@H:30]1[CH2:36][N:35]2[C:39]([CH2:40][C:41]([F:44])([F:43])[F:42])=[CH:38][N:37]=[C:34]2[C@H:33]([NH:46][C:47](=[O:53])[O:48][C:49]([CH3:52])([CH3:51])[CH3:50])[CH2:32][CH2:31]1, predict the reactants needed to synthesize it. The reactants are: [Cr](O[Cr]([O-])(=O)=O)([O-])(=O)=O.[NH+]1C=CC=CC=1.[NH+]1C=CC=CC=1.[F:22][C:23]1[C:28]([F:29])=[CH:27][CH:26]=[CH:25][C:24]=1[C@H:30]1[CH2:36][NH:35][C:34](=[N:37][CH2:38][CH:39](O)[CH2:40][C:41]([F:44])([F:43])[F:42])[C@H:33]([NH:46][C:47](=[O:53])[O:48][C:49]([CH3:52])([CH3:51])[CH3:50])[CH2:32][CH2:31]1. (4) The reactants are: CC1C=CC(S(O[CH2:12][CH:13]2[CH2:17][C:16]3[CH:18]=[C:19]([Cl:30])[CH:20]=[C:21]([C:22]4[C:27]([CH3:28])=[CH:26][CH:25]=[CH:24][C:23]=4[CH3:29])[C:15]=3[O:14]2)(=O)=O)=CC=1.[NH:31]1[CH2:36][CH2:35][S:34][CH2:33][CH2:32]1. Given the product [Cl:30][C:19]1[CH:20]=[C:21]([C:22]2[C:27]([CH3:28])=[CH:26][CH:25]=[CH:24][C:23]=2[CH3:29])[C:15]2[O:14][CH:13]([CH2:12][N:31]3[CH2:36][CH2:35][S:34][CH2:33][CH2:32]3)[CH2:17][C:16]=2[CH:18]=1, predict the reactants needed to synthesize it. (5) Given the product [Si:1]([O:8][C@H:9]([CH3:38])[C@@H:10]([NH:25][C:26]1[CH:31]=[CH:30][C:29]([C:32]#[N:33])=[C:28]([C:34]([F:36])([F:35])[F:37])[CH:27]=1)[C:11]1[O:24][C:15]([C:16]2[CH:21]=[CH:20][C:19]([C:22]#[N:23])=[CH:18][CH:17]=2)=[N:14][N:13]=1)([C:4]([CH3:5])([CH3:6])[CH3:7])([CH3:3])[CH3:2], predict the reactants needed to synthesize it. The reactants are: [Si:1]([O:8][C@H:9]([CH3:38])[C@@H:10]([NH:25][C:26]1[CH:31]=[CH:30][C:29]([C:32]#[N:33])=[C:28]([C:34]([F:37])([F:36])[F:35])[CH:27]=1)[C:11]([NH:13][NH:14][C:15](=[O:24])[C:16]1[CH:21]=[CH:20][C:19]([C:22]#[N:23])=[CH:18][CH:17]=1)=O)([C:4]([CH3:7])([CH3:6])[CH3:5])([CH3:3])[CH3:2].C1C=CC(P(C2C=CC=CC=2)C2C=CC=CC=2)=CC=1.II.CCN(CC)CC. (6) Given the product [OH:4][CH2:3][C@@H:2]([NH:1][C:24](=[O:25])[CH2:23][NH:22][C:20](=[O:21])[O:19][C:16]([CH3:15])([CH3:17])[CH3:18])[CH2:5][CH:6]=[CH2:7], predict the reactants needed to synthesize it. The reactants are: [NH2:1][C@@H:2]([CH2:5][CH:6]=[CH2:7])[CH2:3][OH:4].C(N(CC)CC)C.[CH3:15][C:16]([O:19][C:20]([NH:22][CH2:23][C:24](ON1C(=O)CCC1=O)=[O:25])=[O:21])([CH3:18])[CH3:17].[Mn]([O-])(=O)(=O)=O.[K+].[NH4+].[Cl-]. (7) Given the product [Cl:15][C:16]1[CH:24]=[C:23]([N+:25]([O-:27])=[O:26])[CH:22]=[CH:21][C:17]=1[C:18]1[O:1][N:2]=[C:3]([C:5]2[CH:10]=[CH:9][C:8]([C:11]([F:12])([F:13])[F:14])=[CH:7][N:6]=2)[N:4]=1, predict the reactants needed to synthesize it. The reactants are: [OH:1][NH:2][C:3]([C:5]1[CH:10]=[CH:9][C:8]([C:11]([F:14])([F:13])[F:12])=[CH:7][N:6]=1)=[NH:4].[Cl:15][C:16]1[CH:24]=[C:23]([N+:25]([O-:27])=[O:26])[CH:22]=[CH:21][C:17]=1[C:18](O)=O. (8) Given the product [N+:1]([C:4]1[CH:8]=[CH:7][N:6]([CH2:12][O:13][CH2:14][CH2:15][Si:16]([CH3:19])([CH3:18])[CH3:17])[N:5]=1)([O-:3])=[O:2], predict the reactants needed to synthesize it. The reactants are: [N+:1]([C:4]1[CH:8]=[CH:7][NH:6][N:5]=1)([O-:3])=[O:2].[H-].[Na+].Cl[CH2:12][O:13][CH2:14][CH2:15][Si:16]([CH3:19])([CH3:18])[CH3:17]. (9) The reactants are: [OH:1][CH2:2][NH:3][C:4]([C:6]1[S:10][N:9]=[C:8]([Cl:11])[C:7]=1[Cl:12])=[O:5].[F:13][C:14]([F:25])([F:24])[C:15]1[CH:20]=[CH:19][C:18]([N:21]=[C:22]=[O:23])=[CH:17][CH:16]=1. Given the product [F:13][C:14]([F:24])([F:25])[C:15]1[CH:16]=[CH:17][C:18]([NH:21][C:22]([O:1][CH2:2][NH:3][C:4]([C:6]2[S:10][N:9]=[C:8]([Cl:11])[C:7]=2[Cl:12])=[O:5])=[O:23])=[CH:19][CH:20]=1, predict the reactants needed to synthesize it. (10) Given the product [SH:13][C:12]1[S:14][C:3]([C:4]([O:6][CH2:7][CH3:8])=[O:5])=[N:11][N:10]=1, predict the reactants needed to synthesize it. The reactants are: CS[C:3](=S)[C:4]([O:6][CH2:7][CH3:8])=[O:5].[NH:10]([C:12]([S-:14])=[S:13])[NH2:11].[K+].